Predict the reaction yield, written as a fraction of the theoretical maximum amount of product (1.0 means a 100% yield; for example, 0.34 means a 34% yield). From a dataset of Reaction yield outcomes from USPTO patents with 853,638 reactions. (1) The reactants are [O:1]=[C:2]1[CH2:7][CH2:6][CH:5]([CH:8]=[O:9])[CH2:4][CH2:3]1.[CH2:10](O)[CH2:11][OH:12]. The catalyst is C1C=CC=CC=1.CC1C=CC(S(O)(=O)=O)=CC=1. The product is [O:9]1[CH2:10][CH2:11][O:12][CH:8]1[CH:5]1[CH2:6][CH2:7][C:2](=[O:1])[CH2:3][CH2:4]1. The yield is 0.440. (2) The reactants are [C:1]1([C:7]2[CH:15]=[CH:14][CH:13]=[C:12]3[C:8]=2[CH2:9][C:10](=[O:16])[NH:11]3)[CH:6]=[CH:5][CH:4]=[CH:3][CH:2]=1.[CH2:17]([O:19][C:20]([C:22]1[C:26]([CH2:27][CH2:28][CH2:29][N:30]2[CH2:35][CH2:34][N:33]([CH3:36])[CH2:32][CH2:31]2)=[C:25]([CH:37]=O)[NH:24][C:23]=1[CH3:39])=[O:21])[CH3:18].N1CCCCC1. The catalyst is C(O)C. The product is [CH2:17]([O:19][C:20]([C:22]1[C:26]([CH2:27][CH2:28][CH2:29][N:30]2[CH2:35][CH2:34][N:33]([CH3:36])[CH2:32][CH2:31]2)=[C:25]([CH:37]=[C:9]2[C:8]3[C:12](=[CH:13][CH:14]=[CH:15][C:7]=3[C:1]3[CH:2]=[CH:3][CH:4]=[CH:5][CH:6]=3)[NH:11][C:10]2=[O:16])[NH:24][C:23]=1[CH3:39])=[O:21])[CH3:18]. The yield is 0.290. (3) The reactants are [CH3:1][O:2][CH2:3][O:4][C:5]1[CH:10]=[CH:9][CH:8]=[CH:7][C:6]=1[CH:11]=[CH2:12].[OH-].[Na+].O.[CH:16]([Cl:19])(Cl)[Cl:17]. The catalyst is [Cl-].C([N+](CC)(CC)CC)C1C=CC=CC=1. The product is [Cl:17][C:16]1([Cl:19])[CH2:12][CH:11]1[C:6]1[CH:7]=[CH:8][CH:9]=[CH:10][C:5]=1[O:4][CH2:3][O:2][CH3:1]. The yield is 0.844. (4) The reactants are [CH3:1]C(C)([O-])C.[K+].[CH2:7]([O:14][C:15]1[CH:16]=[CH:17][C:18]([Br:23])=[C:19]([CH:22]=1)[CH:20]=O)[C:8]1[CH:13]=[CH:12][CH:11]=[CH:10][CH:9]=1. The catalyst is [Br-].C[P+](C1C=CC=CC=1)(C1C=CC=CC=1)C1C=CC=CC=1.C1OCCOCCOCCOCCOCCOC1.C1COCC1. The product is [CH2:7]([O:14][C:15]1[CH:16]=[CH:17][C:18]([Br:23])=[C:19]([CH:20]=[CH2:1])[CH:22]=1)[C:8]1[CH:13]=[CH:12][CH:11]=[CH:10][CH:9]=1. The yield is 0.860. (5) The reactants are [CH3:1][O:2][C:3]1[C:8]([O:9][CH3:10])=[CH:7][CH:6]=[CH:5][C:4]=1[CH:11]([CH:13]1[CH2:18][CH2:17][N:16]([CH2:19][CH2:20][C:21]2[CH:26]=[CH:25][C:24]([F:27])=[CH:23][CH:22]=2)[CH2:15][CH2:14]1)[OH:12].CCOC(C)=O. The catalyst is C(OC)(C)(C)C.P([O-])([O-])([O-])=O. The product is [CH3:1][O:2][C:3]1[C:8]([O:9][CH3:10])=[CH:7][CH:6]=[CH:5][C:4]=1[C@@H:11]([CH:13]1[CH2:14][CH2:15][N:16]([CH2:19][CH2:20][C:21]2[CH:26]=[CH:25][C:24]([F:27])=[CH:23][CH:22]=2)[CH2:17][CH2:18]1)[OH:12]. The yield is 0.520. (6) The reactants are [CH2:1]([O:3][C:4]([N:6]1[CH2:11][CH2:10][CH:9]([C:12]2[C:20]3[C:15](=[CH:16][CH:17]=[C:18]([O:21][CH3:22])[CH:19]=3)[NH:14][CH:13]=2)[CH2:8][CH2:7]1)=[O:5])[CH3:2].Br[CH2:24][C:25]1[CH:29]=[CH:28][S:27][CH:26]=1. No catalyst specified. The product is [CH2:1]([O:3][C:4]([N:6]1[CH2:11][CH2:10][CH:9]([C:12]2[C:20]3[C:15](=[CH:16][CH:17]=[C:18]([O:21][CH3:22])[CH:19]=3)[N:14]([CH2:24][C:25]3[CH:29]=[CH:28][S:27][CH:26]=3)[CH:13]=2)[CH2:8][CH2:7]1)=[O:5])[CH3:2]. The yield is 0.870. (7) The reactants are [NH2:1][C@@H:2]([C:5]([OH:7])=[O:6])[CH2:3][OH:4].[CH3:8][C:9]1[CH:30]=[CH:29][CH:28]=[CH:27][C:10]=1[C:11]([O:13][CH2:14][CH2:15][O:16][C:17](ON1C(=O)CCC1=O)=[O:18])=[O:12]. No catalyst specified. The product is [OH:4][CH2:3][C@@H:2]([NH:1][C:17]([O:16][CH2:15][CH2:14][O:13][C:11]([C:10]1[CH:27]=[CH:28][CH:29]=[CH:30][C:9]=1[CH3:8])=[O:12])=[O:18])[C:5]([OH:7])=[O:6]. The yield is 0.330. (8) The reactants are [CH2:1]([N:8]([CH2:24][C:25]1[CH:30]=[CH:29][C:28]([C:31]2[CH:36]=[CH:35][C:34]([O:37][CH2:38][C:39]#[N:40])=[C:33]([Br:41])[CH:32]=2)=[CH:27][CH:26]=1)[C:9]([C:11]1[C:15]2[CH:16]=[CH:17][CH:18]=[CH:19][C:14]=2[O:13][C:12]=1[CH2:20][CH2:21][CH2:22][CH3:23])=[O:10])[C:2]1[CH:7]=[CH:6][CH:5]=[CH:4][CH:3]=1.[N-:42]=[N+:43]=[N-:44].[Na+].[Cl-].[NH4+].[OH-].[Na+]. The catalyst is CN(C=O)C.O. The product is [CH2:1]([N:8]([CH2:24][C:25]1[CH:26]=[CH:27][C:28]([C:31]2[CH:36]=[CH:35][C:34]([O:37][CH2:38][C:39]3[NH:44][N:43]=[N:42][N:40]=3)=[C:33]([Br:41])[CH:32]=2)=[CH:29][CH:30]=1)[C:9]([C:11]1[C:15]2[CH:16]=[CH:17][CH:18]=[CH:19][C:14]=2[O:13][C:12]=1[CH2:20][CH2:21][CH2:22][CH3:23])=[O:10])[C:2]1[CH:3]=[CH:4][CH:5]=[CH:6][CH:7]=1. The yield is 0.430.